Dataset: Forward reaction prediction with 1.9M reactions from USPTO patents (1976-2016). Task: Predict the product of the given reaction. (1) The product is: [CH2:43]([O:42][C:40](=[O:41])[CH2:39][O:1][C@H:2]1[CH2:7][CH2:6][C@H:5]([N:8]2[C:13](=[O:14])[C:12]([CH:15]([C:17]3[CH:22]=[CH:21][C:20]([C:23]4[CH:28]=[CH:27][CH:26]=[CH:25][C:24]=4[C:29]#[N:30])=[CH:19][CH:18]=3)[CH3:16])=[C:11]([CH2:31][CH2:32][CH3:33])[N:10]3[N:34]=[CH:35][N:36]=[C:9]23)[CH2:4][CH2:3]1)[CH3:44]. Given the reactants [OH:1][C@H:2]1[CH2:7][CH2:6][C@H:5]([N:8]2[C:13](=[O:14])[C:12]([CH:15]([C:17]3[CH:22]=[CH:21][C:20]([C:23]4[C:24]([C:29]#[N:30])=[CH:25][CH:26]=[CH:27][CH:28]=4)=[CH:19][CH:18]=3)[CH3:16])=[C:11]([CH2:31][CH2:32][CH3:33])[N:10]3[N:34]=[CH:35][N:36]=[C:9]23)[CH2:4][CH2:3]1.[N+](=[CH:39][C:40]([O:42][CH2:43][CH3:44])=[O:41])=[N-].O, predict the reaction product. (2) Given the reactants [N+:1]([C:4]1[CH:11]=[CH:10][C:7]([CH2:8]Br)=[CH:6][CH:5]=1)([O-:3])=[O:2].[NH:12]1[CH:16]=[N:15][CH:14]=[N:13]1.C1CCN2C(=NCCC2)CC1, predict the reaction product. The product is: [N+:1]([C:4]1[CH:11]=[CH:10][C:7]([CH2:8][N:12]2[CH:16]=[N:15][CH:14]=[N:13]2)=[CH:6][CH:5]=1)([O-:3])=[O:2]. (3) Given the reactants [Br:1][C:2]1[CH:7]=[CH:6][C:5]([CH2:8][C:9](=O)[CH3:10])=[CH:4][CH:3]=1.[NH:12]1[CH2:17][CH2:16][O:15][CH2:14][CH2:13]1.[BH-](OC(C)=O)(OC(C)=O)OC(C)=O.[Na+].C(O)(=O)C, predict the reaction product. The product is: [Br:1][C:2]1[CH:7]=[CH:6][C:5]([CH2:8][CH:9]([N:12]2[CH2:17][CH2:16][O:15][CH2:14][CH2:13]2)[CH3:10])=[CH:4][CH:3]=1. (4) Given the reactants [Cl:1][C:2]1[CH:3]=[N:4][CH:5]=[C:6]([Cl:20])[C:7]=1[S:8][C:9]1[S:13][C:12]([C:14]([OH:16])=O)=[CH:11][C:10]=1[N+:17]([O-:19])=[O:18].F[P-](F)(F)(F)(F)F.N1(OC(N(C)C)=[N+](C)C)C2N=CC=CC=2N=N1.[CH3:45][N:46]([CH3:60])[CH2:47][CH2:48][CH2:49][O:50][C:51]1[CH:57]=[CH:56][C:54]([NH2:55])=[CH:53][C:52]=1[O:58][CH3:59], predict the reaction product. The product is: [Cl:20][C:6]1[CH:5]=[N:4][CH:3]=[C:2]([Cl:1])[C:7]=1[S:8][C:9]1[S:13][C:12]([C:14]([NH:55][C:54]2[CH:56]=[CH:57][C:51]([O:50][CH2:49][CH2:48][CH2:47][N:46]([CH3:60])[CH3:45])=[C:52]([O:58][CH3:59])[CH:53]=2)=[O:16])=[CH:11][C:10]=1[N+:17]([O-:19])=[O:18]. (5) Given the reactants [Br:1][C:2]1[CH:3]=[C:4]2[C:8](=[CH:9][CH:10]=1)[NH:7][C:6]([C:11]([OH:13])=O)=[CH:5]2.C[CH2:15][N:16]=[C:17]=NCCCN(C)C.C1C=CC2N(O)N=NC=2C=1.CNC, predict the reaction product. The product is: [CH3:15][N:16]([CH3:17])[C:11]([C:6]1[NH:7][C:8]2[C:4]([CH:5]=1)=[CH:3][C:2]([Br:1])=[CH:10][CH:9]=2)=[O:13]. (6) Given the reactants C([O:5][C:6]([N:8]1[CH2:13][CH2:12][CH:11]([C:14]2[C:23]3[C:18](=[CH:19][C:20]([N:26]4[CH2:31][CH2:30][O:29][CH2:28][CH2:27]4)=[C:21]([O:24][CH3:25])[CH:22]=3)[N:17]=[CH:16][N:15]=2)[CH2:10][CH2:9]1)=O)(C)(C)C.Cl.[N+](C1C=CC(OC(=O)[NH:44][C:45]2[CH:50]=[CH:49][C:48]([N:51]3[CH2:55][CH2:54][CH2:53][CH2:52]3)=[CH:47][CH:46]=2)=CC=1)([O-])=O, predict the reaction product. The product is: [N:51]1([C:48]2[CH:49]=[CH:50][C:45]([NH:44][C:6]([N:8]3[CH2:13][CH2:12][CH:11]([C:14]4[C:23]5[C:18](=[CH:19][C:20]([N:26]6[CH2:27][CH2:28][O:29][CH2:30][CH2:31]6)=[C:21]([O:24][CH3:25])[CH:22]=5)[N:17]=[CH:16][N:15]=4)[CH2:10][CH2:9]3)=[O:5])=[CH:46][CH:47]=2)[CH2:52][CH2:53][CH2:54][CH2:55]1. (7) Given the reactants [CH2:1]([O:3][C:4](=[O:20])[C:5]([O:8][C:9]1[CH:14]=[C:13]([O:15][CH3:16])[CH:12]=[C:11]([CH2:17][CH2:18][NH2:19])[CH:10]=1)([CH3:7])[CH3:6])[CH3:2].[CH:21]1([C:24]2[C:29]([C:30](O)=[O:31])=[CH:28][N:27]=[C:26]([C:33]3[CH:38]=[CH:37][C:36]([C:39]([F:42])([F:41])[F:40])=[CH:35][CH:34]=3)[N:25]=2)[CH2:23][CH2:22]1, predict the reaction product. The product is: [CH2:1]([O:3][C:4](=[O:20])[C:5]([O:8][C:9]1[CH:14]=[C:13]([O:15][CH3:16])[CH:12]=[C:11]([CH2:17][CH2:18][NH:19][C:30]([C:29]2[C:24]([CH:21]3[CH2:23][CH2:22]3)=[N:25][C:26]([C:33]3[CH:34]=[CH:35][C:36]([C:39]([F:41])([F:42])[F:40])=[CH:37][CH:38]=3)=[N:27][CH:28]=2)=[O:31])[CH:10]=1)([CH3:7])[CH3:6])[CH3:2]. (8) The product is: [Br:1][C:2]1[N:3]=[C:4]([I:12])[N:5]2[CH:10]=[CH:9][N:8]=[C:7]([NH2:13])[C:6]=12. Given the reactants [Br:1][C:2]1[N:3]=[C:4]([I:12])[N:5]2[CH:10]=[CH:9][N:8]=[C:7](Cl)[C:6]=12.[NH3:13], predict the reaction product.